Dataset: HIV replication inhibition screening data with 41,000+ compounds from the AIDS Antiviral Screen. Task: Binary Classification. Given a drug SMILES string, predict its activity (active/inactive) in a high-throughput screening assay against a specified biological target. (1) The molecule is COc1cc(Nc2nc3cc(C(F)(F)F)ccc3nc2C)cc(OC)c1OC.Cl. The result is 0 (inactive). (2) The drug is CC(C)(C)c1cc2c(O)c(c1)COCc1cc(C(C)(C)C)cc(c1O)COCc1cc(C(C)(C)C)cc(c1O)COC2. The result is 0 (inactive).